From a dataset of Experimentally validated miRNA-target interactions with 360,000+ pairs, plus equal number of negative samples. Binary Classification. Given a miRNA mature sequence and a target amino acid sequence, predict their likelihood of interaction. The miRNA is hsa-miR-888-3p with sequence GACUGACACCUCUUUGGGUGAA. The protein sequence of the target gene is MNYPGRGSPRSPEHNGRGGGGGAWELGSDARPAFGGGVCCFEHLPGGDPDDGDVPLALLRGEPGLHLAPGTDDHNHHLALDPCLSDENYDFSSAESGSSLRYYSEGESGGGGSSLSLHPPQQPPLVPTNSGGGGATGGSPGERKRTRLGGPAARHRYEVVTELGPEEVRWFYKEDKKTWKPFIGYDSLRIELAFRTLLQTTGARPQGGDRDGDHVCSPTGPASSSGEDDDEDRACGFCQSTTGHEPEMVELVNIEPVCVRGGLYEVDVTQGECYPVYWNQADKIPVMRGQWFIDGTWQPL.... Result: 1 (interaction).